Dataset: Catalyst prediction with 721,799 reactions and 888 catalyst types from USPTO. Task: Predict which catalyst facilitates the given reaction. (1) Reactant: Br[C:2]1[CH:3]=[C:4]2[C:8](=[C:9]([C:11]([NH2:13])=[O:12])[CH:10]=1)[NH:7][CH:6]=[C:5]2[CH:14]1[CH2:19][CH2:18][S:17](=[O:21])(=[O:20])[CH2:16][CH2:15]1.[CH3:22][C:23]([O:41][Si:42]([CH2:47][CH3:48])([CH2:45][CH3:46])[CH2:43][CH3:44])([CH3:40])[CH2:24][CH2:25][C:26]1[S:27][C:28](B2OC(C)(C)C(C)(C)O2)=[CH:29][CH:30]=1.C(=O)([O-])[O-].[K+].[K+].O. Product: [O:20]=[S:17]1(=[O:21])[CH2:18][CH2:19][CH:14]([C:5]2[C:4]3[C:8](=[C:9]([C:11]([NH2:13])=[O:12])[CH:10]=[C:2]([C:28]4[S:27][C:26]([CH2:25][CH2:24][C:23]([CH3:40])([O:41][Si:42]([CH2:47][CH3:48])([CH2:43][CH3:44])[CH2:45][CH3:46])[CH3:22])=[CH:30][CH:29]=4)[CH:3]=3)[NH:7][CH:6]=2)[CH2:15][CH2:16]1. The catalyst class is: 12. (2) Reactant: [OH:1][C@H:2]1[CH2:6][CH2:5][NH:4][CH2:3]1.[CH:7](=O)[C:8]1[CH:13]=[CH:12][CH:11]=[CH:10][CH:9]=1.C(O[BH-](OC(=O)C)OC(=O)C)(=O)C.[Na+]. Product: [CH2:7]([N:4]1[CH2:5][CH2:6][C@H:2]([OH:1])[CH2:3]1)[C:8]1[CH:13]=[CH:12][CH:11]=[CH:10][CH:9]=1. The catalyst class is: 2.